Task: Predict the reaction yield, written as a fraction of the theoretical maximum amount of product (1.0 means a 100% yield; for example, 0.34 means a 34% yield).. Dataset: Reaction yield outcomes from USPTO patents with 853,638 reactions (1) The product is [CH2:16]1[C:15]2[C:7]3[CH:8]=[CH:9][CH:10]=[CH:11][C:6]=3[NH:12][C:14]=2[CH2:18][CH2:17]1. The catalyst is O. The reactants are S(=O)(=O)(O)O.[C:6]1([NH:12]N)[CH:11]=[CH:10][CH:9]=[CH:8][CH:7]=1.[C:14]1(=O)[CH2:18][CH2:17][CH2:16][CH2:15]1. The yield is 0.800. (2) The catalyst is C(Cl)Cl.O. The product is [NH2:7][C:8]1[CH:9]=[C:10]([C:14]2([OH:18])[CH2:17][O:16][CH2:15]2)[CH:11]=[CH:12][CH:13]=1. The reactants are C(OC(=O)[NH:7][C:8]1[CH:13]=[CH:12][CH:11]=[C:10]([C:14]2([OH:18])[CH2:17][O:16][CH2:15]2)[CH:9]=1)(C)(C)C.OP(O)(O)=O.[OH-].[Na+].C([O-])(O)=O.[Na+]. The yield is 0.410. (3) The reactants are [Cl:1][C:2]1[CH:7]=[N:6][NH:5][C:4](=[O:8])[C:3]=1[NH:9][CH2:10][CH2:11][CH2:12][N:13]([CH2:15][CH2:16][C:17]1[CH:22]=[CH:21][C:20]([O:23][CH3:24])=[C:19]([O:25][CH3:26])[CH:18]=1)[CH3:14].[C:27]([OH:34])(=[O:33])/[CH:28]=[CH:29]/[C:30]([OH:32])=[O:31]. The catalyst is C(O)C. The product is [C:27]([OH:34])(=[O:33])/[CH:28]=[CH:29]/[C:30]([OH:32])=[O:31].[Cl:1][C:2]1[CH:7]=[N:6][NH:5][C:4](=[O:8])[C:3]=1[NH:9][CH2:10][CH2:11][CH2:12][N:13]([CH2:15][CH2:16][C:17]1[CH:22]=[CH:21][C:20]([O:23][CH3:24])=[C:19]([O:25][CH3:26])[CH:18]=1)[CH3:14]. The yield is 0.978. (4) The reactants are [OH:1][C:2]1[CH:11]=[CH:10][C:5]2[C:6](=[O:9])[CH2:7][O:8][C:4]=2[C:3]=1[CH:12]([N:14]1[CH2:19][CH2:18][N:17]([C:20]([O:22][C:23]([CH3:26])([CH3:25])[CH3:24])=[O:21])[CH2:16][CH2:15]1)[CH3:13].CO.[C:29]1(P(C2C=CC=CC=2)C2C=CC=CC=2)C=CC=CC=1.N(C(OCC)=O)=NC(OCC)=O.C1(C)C=CC=CC=1. The catalyst is O1CCCC1.C(OCC)(=O)C.CCCCCC. The product is [CH3:29][O:1][C:2]1[CH:11]=[CH:10][C:5]2[C:6](=[O:9])[CH2:7][O:8][C:4]=2[C:3]=1[CH:12]([N:14]1[CH2:15][CH2:16][N:17]([C:20]([O:22][C:23]([CH3:25])([CH3:24])[CH3:26])=[O:21])[CH2:18][CH2:19]1)[CH3:13]. The yield is 0.120.